Dataset: NCI-60 drug combinations with 297,098 pairs across 59 cell lines. Task: Regression. Given two drug SMILES strings and cell line genomic features, predict the synergy score measuring deviation from expected non-interaction effect. (1) Drug 1: CC(C)CN1C=NC2=C1C3=CC=CC=C3N=C2N. Drug 2: C(CN)CNCCSP(=O)(O)O. Cell line: OVCAR-5. Synergy scores: CSS=-0.400, Synergy_ZIP=1.04, Synergy_Bliss=-3.56, Synergy_Loewe=1.86, Synergy_HSA=-6.36. (2) Drug 1: COC1=C2C(=CC3=C1OC=C3)C=CC(=O)O2. Drug 2: CC(C)CN1C=NC2=C1C3=CC=CC=C3N=C2N. Cell line: HCT116. Synergy scores: CSS=-6.55, Synergy_ZIP=5.53, Synergy_Bliss=3.22, Synergy_Loewe=-6.10, Synergy_HSA=-7.61. (3) Drug 1: CC1C(C(CC(O1)OC2CC(CC3=C2C(=C4C(=C3O)C(=O)C5=C(C4=O)C(=CC=C5)OC)O)(C(=O)CO)O)N)O.Cl. Drug 2: C1=CC(=CC=C1CCCC(=O)O)N(CCCl)CCCl. Cell line: 786-0. Synergy scores: CSS=4.69, Synergy_ZIP=-1.49, Synergy_Bliss=0.0372, Synergy_Loewe=-0.274, Synergy_HSA=-0.263. (4) Synergy scores: CSS=24.6, Synergy_ZIP=6.51, Synergy_Bliss=13.9, Synergy_Loewe=8.24, Synergy_HSA=14.0. Cell line: SN12C. Drug 2: C1CC(=O)NC(=O)C1N2C(=O)C3=CC=CC=C3C2=O. Drug 1: C1=CC(=CC=C1CCCC(=O)O)N(CCCl)CCCl.